This data is from Full USPTO retrosynthesis dataset with 1.9M reactions from patents (1976-2016). The task is: Predict the reactants needed to synthesize the given product. (1) Given the product [F:1][C:2]1[C:3]([F:41])=[CH:4][C:5]2[C:10]3[C:11]4[C:38](=[O:39])[NH:37][C:36](=[O:40])[C:12]=4[C:13]4[C:14]5[C:19]([N:20]([C@@H:22]6[O:29][C@@H:28]7[CH2:30][O:31][C@@H:25]([C:27]7([F:33])[F:32])[C@H:23]6[OH:24])[C:21]=4[C:9]=3[NH:8][C:6]=2[CH:7]=1)=[CH:18][C:17]([F:34])=[C:16]([F:35])[CH:15]=5, predict the reactants needed to synthesize it. The reactants are: [F:1][C:2]1[C:3]([F:41])=[CH:4][C:5]2[C:10]3[C:11]4[C:38](=[O:39])[NH:37][C:36](=[O:40])[C:12]=4[C:13]4[C:14]5[C:19]([N:20]([C@@H:22]6[O:29][C@H:28]([CH2:30][OH:31])[C:27]([F:33])([F:32])[C@H:25](O)[C@H:23]6[OH:24])[C:21]=4[C:9]=3[NH:8][C:6]=2[CH:7]=1)=[CH:18][C:17]([F:34])=[C:16]([F:35])[CH:15]=5.C1(P(C2C=CC=CC=2)C2C=CC=CC=2)C=CC=CC=1.CC(OC(/N=N/C(OC(C)C)=O)=O)C. (2) Given the product [CH2:20]([N:16]1[C:17](=[O:19])[CH2:18][C:14]([CH2:28][C:29]2[CH:34]=[CH:33][CH:32]=[CH:31][CH:30]=2)([C:10]2[CH:9]=[C:8]3[C:13](=[CH:12][CH:11]=2)[NH:5][CH:6]=[CH:7]3)[C:15]1=[O:27])[C:21]1[CH:22]=[CH:23][CH:24]=[CH:25][CH:26]=1, predict the reactants needed to synthesize it. The reactants are: COC([N:5]1[C:13]2[C:8](=[CH:9][C:10]([C:14]3([CH2:28][C:29]4[CH:34]=[CH:33][CH:32]=[CH:31][CH:30]=4)[CH2:18][C:17](=[O:19])[N:16]([CH2:20][C:21]4[CH:26]=[CH:25][CH:24]=[CH:23][CH:22]=4)[C:15]3=[O:27])=[CH:11][CH:12]=2)[CH:7]=[CH:6]1)=O.[Li+].[OH-]. (3) Given the product [CH:7]([N:1]1[CH2:5][CH2:4][CH2:3][C:2]1=[O:6])=[CH:8][CH2:9][CH3:10], predict the reactants needed to synthesize it. The reactants are: [NH:1]1[CH2:5][CH2:4][CH2:3][C:2]1=[O:6].[CH:7](=O)[CH2:8][CH2:9][CH3:10].O=P12OP3(OP(OP(O3)(O1)=O)(=O)O2)=O.